Dataset: Full USPTO retrosynthesis dataset with 1.9M reactions from patents (1976-2016). Task: Predict the reactants needed to synthesize the given product. Given the product [Cl:1][C:2]1[CH:3]=[CH:4][C:5]([N:8]2[CH:12]=[CH:11][C:10]([C@H:13]([NH2:15])[CH3:14])=[N:9]2)=[CH:6][CH:7]=1, predict the reactants needed to synthesize it. The reactants are: [Cl:1][C:2]1[CH:7]=[CH:6][C:5]([N:8]2[CH:12]=[CH:11][C:10]([C@H:13]([NH:15][S@@](C(C)(C)C)=O)[CH3:14])=[N:9]2)=[CH:4][CH:3]=1.Cl.